From a dataset of Catalyst prediction with 721,799 reactions and 888 catalyst types from USPTO. Predict which catalyst facilitates the given reaction. (1) Product: [N:35]([CH2:2][C@H:3]1[CH2:8][CH2:7][C@H:6]([N:9]2[C:14]3[C:15]4[CH:21]=[CH:20][N:19]([CH2:22][O:23][CH2:24][CH2:25][Si:26]([CH3:29])([CH3:28])[CH3:27])[C:16]=4[N:17]=[CH:18][C:13]=3[C:12](=[O:30])[NH:11][CH2:10]2)[CH2:5][CH2:4]1)=[N+:36]=[N-:37]. The catalyst class is: 7. Reactant: Br[CH2:2][C@H:3]1[CH2:8][CH2:7][C@H:6]([N:9]2[C:14]3[C:15]4[CH:21]=[CH:20][N:19]([CH2:22][O:23][CH2:24][CH2:25][Si:26]([CH3:29])([CH3:28])[CH3:27])[C:16]=4[N:17]=[CH:18][C:13]=3[C:12](=[O:30])[NH:11][CH2:10]2)[CH2:5][CH2:4]1.C[Si]([N:35]=[N+:36]=[N-:37])(C)C.[F-].C([N+](CCCC)(CCCC)CCCC)CCC.O. (2) Reactant: [Br:1][C:2]1[CH:10]=[CH:9][C:8]([Cl:11])=[CH:7][C:3]=1[C:4](O)=[O:5].CN(C=O)C.C(Cl)(=O)C([Cl:20])=O. The catalyst class is: 4. Product: [Br:1][C:2]1[CH:10]=[CH:9][C:8]([Cl:11])=[CH:7][C:3]=1[C:4]([Cl:20])=[O:5]. (3) Reactant: [OH:1][CH2:2][CH2:3][NH:4][C:5]1[N:10]=[C:9]([C:11]([O:13]CC)=O)[C:8]([N+:16]([O-])=O)=[C:7]([NH:19][C:20]2[CH:25]=[CH:24][CH:23]=[CH:22][C:21]=2[O:26][CH3:27])[N:6]=1.ClC1N=C([C:35](OCC)=[O:36])C([N+]([O-])=O)=C(NC2C=CC=CC=2OC)N=1.C(C[NH2:55])O.C(N(C(C)C)CC)(C)C. Product: [OH:1][CH2:2][CH2:3][NH:4][C:5]1[N:6]=[C:7]2[C:8]([NH:16][C:35](=[O:36])[N:19]2[C:20]2[CH:25]=[CH:24][CH:23]=[CH:22][C:21]=2[O:26][CH3:27])=[C:9]([C:11]([NH2:55])=[O:13])[N:10]=1. The catalyst class is: 9. (4) Reactant: C[C:2]1[C:3](C)=[C:4]([C:13]#[C:14]CO)[C:5]2[C:10]([C:11]=1[F:12])=[CH:9][CH:8]=[CH:7][CH:6]=2.[OH-].[Na+].C1(C)C=CC=CC=1. Product: [F:12][C:11]1[C:10]2[C:5](=[CH:6][CH:7]=[CH:8][CH:9]=2)[C:4]([C:13]#[CH:14])=[CH:3][CH:2]=1. The catalyst class is: 27. (5) Reactant: [CH3:1][N:2]1[C:6]2[CH:7]=[CH:8][C:9]([C:11]3[N:15]([CH2:16][CH2:17][N:18]4C(=O)C5C(=CC=CC=5)C4=O)[CH:14]=[N:13][C:12]=3[C:29]3[CH:30]=[C:31]([CH3:35])[CH:32]=[CH:33][CH:34]=3)=[CH:10][C:5]=2[N:4]([CH3:36])[C:3]1=[O:37].NN. Product: [NH2:18][CH2:17][CH2:16][N:15]1[C:11]([C:9]2[CH:8]=[CH:7][C:6]3[N:2]([CH3:1])[C:3](=[O:37])[N:4]([CH3:36])[C:5]=3[CH:10]=2)=[C:12]([C:29]2[CH:30]=[C:31]([CH3:35])[CH:32]=[CH:33][CH:34]=2)[N:13]=[CH:14]1. The catalyst class is: 8. (6) Reactant: [NH2:1][C:2]1([C:12]([NH2:14])=[O:13])[CH2:7][C:6]([CH3:9])([CH3:8])[NH:5][C:4]([CH3:11])([CH3:10])[CH2:3]1.[CH3:15][C:16]([CH3:18])=O.COC(OC)(C)C. Product: [CH3:15][C:16]1([CH3:18])[NH:14][C:12](=[O:13])[C:2]2([CH2:3][C:4]([CH3:10])([CH3:11])[NH:5][C:6]([CH3:8])([CH3:9])[CH2:7]2)[NH:1]1. The catalyst class is: 5. (7) Reactant: [C:1](Cl)(=[O:5])[C:2](Cl)=[O:3].[N+:7]([C:10]1[CH:18]=[C:17]2[C:13]([CH:14]=[CH:15][NH:16]2)=[CH:12][CH:11]=1)([O-:9])=[O:8].[NH:19]1[CH2:23][CH2:22][CH2:21][CH2:20]1. Product: [N+:7]([C:10]1[CH:18]=[C:17]2[C:13]([C:14]([C:1](=[O:5])[C:2]([N:19]3[CH2:23][CH2:22][CH2:21][CH2:20]3)=[O:3])=[CH:15][NH:16]2)=[CH:12][CH:11]=1)([O-:9])=[O:8]. The catalyst class is: 28. (8) Reactant: [Cl:1][C:2]1[CH:7]=[C:6]([CH2:8][N:9]2[CH:13]=[CH:12][N:11]=[C:10]2[CH:14]([NH:34][C:35](=O)[O:36]C(C)(C)C)[CH2:15][C:16]2[CH:24]=[C:23]([CH3:25])[C:22]3[C:18](=[CH:19][N:20](COCC[Si](C)(C)C)[N:21]=3)[CH:17]=2)[CH:5]=[C:4]([CH3:42])[N:3]=1.Cl.C(C1NC=CN=1)(C1NC=CN=1)=O.[NH:56]1[CH2:61][CH2:60][CH:59]([N:62]2[CH2:71][C:70]3[C:65](=[CH:66][CH:67]=[CH:68][CH:69]=3)[NH:64][C:63]2=[O:72])[CH2:58][CH2:57]1. Product: [Cl:1][C:2]1[CH:7]=[C:6]([CH2:8][N:9]2[CH:13]=[CH:12][N:11]=[C:10]2[CH:14]([NH:34][C:35]([N:56]2[CH2:57][CH2:58][CH:59]([N:62]3[CH2:71][C:70]4[C:65](=[CH:66][CH:67]=[CH:68][CH:69]=4)[NH:64][C:63]3=[O:72])[CH2:60][CH2:61]2)=[O:36])[CH2:15][C:16]2[CH:17]=[C:18]3[C:22](=[C:23]([CH3:25])[CH:24]=2)[NH:21][N:20]=[CH:19]3)[CH:5]=[C:4]([CH3:42])[N:3]=1. The catalyst class is: 13. (9) The catalyst class is: 41. Reactant: [C:1]1([S:7]([N:10]2[C:14]3[N:15]=[CH:16][N:17]=[C:18](Cl)[C:13]=3[C:12]([Br:20])=[CH:11]2)(=[O:9])=[O:8])[CH:6]=[CH:5][CH:4]=[CH:3][CH:2]=1.[C:21]([O:25][C:26]([N:28]1[CH2:33][CH2:32][NH:31][CH2:30][CH2:29]1)=[O:27])([CH3:24])([CH3:23])[CH3:22].CCN(C(C)C)C(C)C. Product: [C:21]([O:25][C:26]([N:28]1[CH2:33][CH2:32][N:31]([C:18]2[C:13]3[C:12]([Br:20])=[CH:11][N:10]([S:7]([C:1]4[CH:6]=[CH:5][CH:4]=[CH:3][CH:2]=4)(=[O:9])=[O:8])[C:14]=3[N:15]=[CH:16][N:17]=2)[CH2:30][CH2:29]1)=[O:27])([CH3:24])([CH3:22])[CH3:23]. (10) Reactant: [H-].[Na+].[OH:3][C:4]1[CH:9]=[CH:8][C:7]([N:10]2[C:15](=[O:16])[C:14]([CH2:17][C:18]3[CH:23]=[CH:22][C:21]([C:24]4[C:25]([C:30]#[N:31])=[CH:26][CH:27]=[CH:28][CH:29]=4)=[CH:20][CH:19]=3)=[C:13]([CH2:32][CH2:33][CH3:34])[N:12]3[N:35]=[CH:36][N:37]=[C:11]23)=[CH:6][CH:5]=1.[CH3:38][C:39]1([CH3:42])[CH2:41][O:40]1.Cl. Product: [OH:40][C:39]([CH3:42])([CH3:41])[CH2:38][O:3][C:4]1[CH:9]=[CH:8][C:7]([N:10]2[C:15](=[O:16])[C:14]([CH2:17][C:18]3[CH:23]=[CH:22][C:21]([C:24]4[C:25]([C:30]#[N:31])=[CH:26][CH:27]=[CH:28][CH:29]=4)=[CH:20][CH:19]=3)=[C:13]([CH2:32][CH2:33][CH3:34])[N:12]3[N:35]=[CH:36][N:37]=[C:11]23)=[CH:6][CH:5]=1. The catalyst class is: 3.